From a dataset of Experimental lipophilicity measurements (octanol/water distribution) for 4,200 compounds from AstraZeneca. Regression/Classification. Given a drug SMILES string, predict its absorption, distribution, metabolism, or excretion properties. Task type varies by dataset: regression for continuous measurements (e.g., permeability, clearance, half-life) or binary classification for categorical outcomes (e.g., BBB penetration, CYP inhibition). For this dataset (lipophilicity_astrazeneca), we predict Y. (1) The compound is CC[C@H](C)C(=O)O[C@H]1C[C@H](O)C=C2C=C[C@H](C)[C@H](CC[C@@H](O)C[C@@H](O)CC(=O)O)[C@H]21. The Y is -0.760 logD. (2) The compound is Cc1cc(Nc2ccc(F)cc2)nc(N)n1. The Y is 2.08 logD. (3) The molecule is CC(C(=O)O)c1ccc2oc(-c3ccc(Cl)cc3)nc2c1. The Y is 1.30 logD. (4) The drug is O=c1ccc2ccccc2[nH]1. The Y is 1.32 logD. (5) The molecule is NC(=O)COc1ccc(OCCNCC(O)COc2ccccc2)cc1. The Y is 0.630 logD.